From a dataset of Forward reaction prediction with 1.9M reactions from USPTO patents (1976-2016). Predict the product of the given reaction. Given the reactants C[O:2][C:3](=O)[CH2:4][C:5](=O)[CH3:6].Br[CH2:10][C:11]([C:13]1[CH:18]=[C:17]([C:19]([F:22])([F:21])[F:20])[CH:16]=[CH:15][C:14]=1[Cl:23])=O.[NH2:24][CH2:25][C@@H:26]1[CH2:31][CH2:30][CH2:29][CH2:28][C@H:27]1[OH:32].[CH:33]1([NH2:39])[CH2:38][CH2:37][CH2:36][CH2:35][CH2:34]1, predict the reaction product. The product is: [CH:33]1([NH:39][C:3]([C:4]2[CH:10]=[C:11]([C:13]3[CH:18]=[C:17]([C:19]([F:22])([F:21])[F:20])[CH:16]=[CH:15][C:14]=3[Cl:23])[N:24]([CH2:25][CH:26]3[CH2:31][CH2:30][CH2:29][CH2:28][CH:27]3[OH:32])[C:5]=2[CH3:6])=[O:2])[CH2:38][CH2:37][CH2:36][CH2:35][CH2:34]1.